This data is from Reaction yield outcomes from USPTO patents with 853,638 reactions. The task is: Predict the reaction yield, written as a fraction of the theoretical maximum amount of product (1.0 means a 100% yield; for example, 0.34 means a 34% yield). (1) The reactants are [CH2:1]([C:3]1[CH:8]=[CH:7][C:6]([CH:9](O)[C:10]2[CH:11]=[C:12]([CH:17]=[CH:18][CH:19]=2)[C:13]([O:15][CH3:16])=[O:14])=[CH:5][CH:4]=1)[CH3:2].Cl.C[OH:23]. The catalyst is [C].[Pd]. The product is [CH2:1]([C:3]1[CH:8]=[CH:7][C:6]([CH2:9][C:10]2[CH:11]=[C:12]([CH:17]=[CH:18][C:19]=2[OH:23])[C:13]([O:15][CH3:16])=[O:14])=[CH:5][CH:4]=1)[CH3:2]. The yield is 0.880. (2) The reactants are [CH3:1][C:2]1[O:3][C:4]([CH3:9])=[C:5]([CH3:8])[C:6]=1[CH3:7].CC(=[O:13])C. No catalyst specified. The product is [CH3:7][CH:6]([CH:5]([CH3:8])[C:4](=[O:3])[CH3:9])[C:2](=[O:13])[CH3:1]. The yield is 0.425. (3) The reactants are [C:1]([C:4]1[C:22](=[O:23])[C@@:8]2([CH3:24])[C:9]3[C:15]([OH:16])=[CH:14][C:13]([O:17][CH3:18])=[C:12]([C:19]([NH2:21])=[O:20])[C:10]=3[O:11][C:7]2=[CH:6][C:5]=1[OH:25])(=[O:3])[CH3:2].[C:26]([O:29][C:30]1[CH:39]=[C:38]([CH:40]=O)[C:37]2[C:32](=[CH:33][CH:34]=[CH:35][CH:36]=2)[CH:31]=1)(=[O:28])[CH3:27].C([SiH](CC)CC)C.FC(F)(F)C(O)=O. The catalyst is C(#N)C. The product is [C:26]([O:29][C:30]1[CH:39]=[C:38]([CH2:40][NH:21][C:19]([C:12]2[C:10]3[O:11][C:7]4[C@@:8]([CH3:24])([C:22](=[O:23])[C:4]([C:1](=[O:3])[CH3:2])=[C:5]([OH:25])[CH:6]=4)[C:9]=3[C:15]([OH:16])=[CH:14][C:13]=2[O:17][CH3:18])=[O:20])[C:37]2[C:32](=[CH:33][CH:34]=[CH:35][CH:36]=2)[CH:31]=1)(=[O:28])[CH3:27]. The yield is 0.790. (4) The reactants are C(#N)CC.[OH-:5].[Ca+2:6].[OH-].O.[C:9](N)(=[O:12])[CH2:10][CH3:11]. No catalyst specified. The product is [C:9]([O-:12])(=[O:5])[CH2:10][CH3:11].[Ca+2:6].[C:9]([O-:12])(=[O:5])[CH2:10][CH3:11]. The yield is 0.620. (5) The reactants are [F:1][C:2]1[CH:7]=[CH:6][C:5]([C:8](=O)[CH2:9][C:10]2[CH:15]=[CH:14][N:13]=[CH:12][CH:11]=2)=[CH:4][CH:3]=1.[NH2:17][C:18]1[NH:19][N:20]=[CH:21][CH:22]=1.[OH:23][C:24]1[CH:31]=[CH:30][C:27]([CH:28]=O)=[CH:26][CH:25]=1.Cl.C([O-])(O)=O.[Na+]. The catalyst is COCCO.C(Cl)(Cl)Cl.CO. The product is [F:1][C:2]1[CH:7]=[CH:6][C:5]([C:8]2[N:17]=[C:18]3[NH:19][N:20]=[CH:21][C:22]3=[C:28]([C:27]3[CH:30]=[CH:31][C:24]([OH:23])=[CH:25][CH:26]=3)[C:9]=2[C:10]2[CH:15]=[CH:14][N:13]=[CH:12][CH:11]=2)=[CH:4][CH:3]=1. The yield is 0.410. (6) The reactants are C[O:2][C:3](=[O:17])[CH:4]([O:6][C:7]1[CH:12]=[CH:11][C:10]([NH:13]C(=O)C)=[CH:9][CH:8]=1)[CH3:5]. The yield is 0.817. The product is [NH2:13][C:10]1[CH:9]=[CH:8][C:7]([O:6][CH:4]([CH3:5])[C:3]([OH:17])=[O:2])=[CH:12][CH:11]=1. The catalyst is Cl.